From a dataset of NCI-60 drug combinations with 297,098 pairs across 59 cell lines. Regression. Given two drug SMILES strings and cell line genomic features, predict the synergy score measuring deviation from expected non-interaction effect. (1) Drug 1: C1=CC(=CC=C1CC(C(=O)O)N)N(CCCl)CCCl.Cl. Cell line: A498. Drug 2: C(=O)(N)NO. Synergy scores: CSS=3.34, Synergy_ZIP=-1.29, Synergy_Bliss=-2.40, Synergy_Loewe=-9.13, Synergy_HSA=-5.04. (2) Drug 1: CC1=CC=C(C=C1)C2=CC(=NN2C3=CC=C(C=C3)S(=O)(=O)N)C(F)(F)F. Drug 2: CNC(=O)C1=NC=CC(=C1)OC2=CC=C(C=C2)NC(=O)NC3=CC(=C(C=C3)Cl)C(F)(F)F. Cell line: SR. Synergy scores: CSS=-2.91, Synergy_ZIP=-0.514, Synergy_Bliss=-4.84, Synergy_Loewe=-5.73, Synergy_HSA=-6.25.